This data is from Reaction yield outcomes from USPTO patents with 853,638 reactions. The task is: Predict the reaction yield, written as a fraction of the theoretical maximum amount of product (1.0 means a 100% yield; for example, 0.34 means a 34% yield). The reactants are [F:1][C:2]1[CH:3]=[CH:4][CH:5]=[C:6]([NH2:10])[C:7]=1[NH:8][CH3:9].C(C(CC)(CC)C([O-])([O-])[O-])C.[CH2:22](O)[CH3:23]. No catalyst specified. The product is [F:1][C:2]1[C:7]2[N:8]([CH3:9])[C:22]([CH3:23])=[N:10][C:6]=2[CH:5]=[CH:4][CH:3]=1. The yield is 0.530.